This data is from Peptide-MHC class II binding affinity with 134,281 pairs from IEDB. The task is: Regression. Given a peptide amino acid sequence and an MHC pseudo amino acid sequence, predict their binding affinity value. This is MHC class II binding data. The peptide sequence is VSIDVTLQQLESHSFYNLSK. The MHC is DRB1_0301 with pseudo-sequence DRB1_0301. The binding affinity (normalized) is 0.0170.